From a dataset of Reaction yield outcomes from USPTO patents with 853,638 reactions. Predict the reaction yield, written as a fraction of the theoretical maximum amount of product (1.0 means a 100% yield; for example, 0.34 means a 34% yield). The reactants are [C:1]1([CH2:7][O:8][C:9]([C:11]2([NH2:17])[CH2:16][CH2:15][CH2:14][CH2:13][CH2:12]2)=[O:10])[CH:6]=[CH:5][CH:4]=[CH:3][CH:2]=1.[C:18](OC(OC(C)(C)C)=O)(OC(C)(C)C)=[O:19].C(N(CC)CC)C.[NH:40]1[CH2:45][CH2:44][CH2:43][CH2:42][C:41]1=[O:46]. The catalyst is C1(C)C=CC=CC=1.C(OCC)(=O)C. The product is [C:1]1([CH2:7][O:8][C:9]([C:11]2([NH:17][C:18]([N:40]3[CH2:45][CH2:44][CH2:43][CH2:42][C:41]3=[O:46])=[O:19])[CH2:12][CH2:13][CH2:14][CH2:15][CH2:16]2)=[O:10])[CH:2]=[CH:3][CH:4]=[CH:5][CH:6]=1. The yield is 0.760.